This data is from Forward reaction prediction with 1.9M reactions from USPTO patents (1976-2016). The task is: Predict the product of the given reaction. Given the reactants [CH3:1][S:2][C:3]1[N:4]=[CH:5][C:6]2[C:15](=[O:16])[N:14]([C:17]3[CH:18]=[C:19]([C:23]4[O:24][CH:25]=[C:26]([C:28]([NH2:30])=O)[N:27]=4)[CH:20]=[CH:21][CH:22]=3)[CH2:13][C@H:12]3[N:8]([CH2:9][CH2:10][CH2:11]3)[C:7]=2[N:31]=1.C1(C)C=CC(S(Cl)(=O)=O)=CC=1.C(Cl)(Cl)Cl, predict the reaction product. The product is: [C:28]([C:26]1[N:27]=[C:23]([C:19]2[CH:18]=[C:17]([N:14]3[CH2:13][C@H:12]4[N:8]([CH2:9][CH2:10][CH2:11]4)[C:7]4[N:31]=[C:3]([S:2][CH3:1])[N:4]=[CH:5][C:6]=4[C:15]3=[O:16])[CH:22]=[CH:21][CH:20]=2)[O:24][CH:25]=1)#[N:30].